This data is from Peptide-MHC class I binding affinity with 185,985 pairs from IEDB/IMGT. The task is: Regression. Given a peptide amino acid sequence and an MHC pseudo amino acid sequence, predict their binding affinity value. This is MHC class I binding data. (1) The peptide sequence is FVNEKYCIIK. The MHC is HLA-A33:01 with pseudo-sequence HLA-A33:01. The binding affinity (normalized) is 0.235. (2) The peptide sequence is HAEMQNPVY. The MHC is HLA-A02:01 with pseudo-sequence HLA-A02:01. The binding affinity (normalized) is 0.213. (3) The peptide sequence is LPRERFRKT. The MHC is HLA-A26:01 with pseudo-sequence HLA-A26:01. The binding affinity (normalized) is 0.0847. (4) The binding affinity (normalized) is 0.631. The MHC is HLA-A02:02 with pseudo-sequence HLA-A02:02. The peptide sequence is KMIGGIGGFI. (5) The peptide sequence is LSPRTLNAW. The MHC is HLA-A02:01 with pseudo-sequence HLA-A02:01. The binding affinity (normalized) is 0. (6) The peptide sequence is KLMPICMDV. The MHC is HLA-A30:01 with pseudo-sequence HLA-A30:01. The binding affinity (normalized) is 0.441. (7) The peptide sequence is YNLRRGTAL. The MHC is HLA-A11:01 with pseudo-sequence HLA-A11:01. The binding affinity (normalized) is 0.213. (8) The peptide sequence is MTSWLDFSH. The MHC is HLA-A31:01 with pseudo-sequence HLA-A31:01. The binding affinity (normalized) is 0.522. (9) The peptide sequence is LAVVSVSPLL. The MHC is HLA-A30:01 with pseudo-sequence HLA-A30:01. The binding affinity (normalized) is 0.133.